This data is from Reaction yield outcomes from USPTO patents with 853,638 reactions. The task is: Predict the reaction yield, written as a fraction of the theoretical maximum amount of product (1.0 means a 100% yield; for example, 0.34 means a 34% yield). (1) The catalyst is CN(C)C=O.ClCCl.CO. The product is [Br:1][C:2]1[CH:3]=[C:4]([CH:8]=[CH:9][C:10]=1[C:11]([N:13]1[CH2:17][CH2:16][CH2:15][CH2:14]1)=[O:12])[C:5]([NH:61][C@H:57]([C:55]1[NH:54][C:53]2[CH:62]=[CH:63][C:50]([Cl:49])=[CH:51][C:52]=2[N:56]=1)[CH2:58][O:59][CH3:60])=[O:7]. The reactants are [Br:1][C:2]1[CH:3]=[C:4]([CH:8]=[CH:9][C:10]=1[C:11]([N:13]1[CH2:17][CH2:16][CH2:15][CH2:14]1)=[O:12])[C:5]([OH:7])=O.CN(C(ON1N=NC2C=CC=CC1=2)=[N+](C)C)C.[B-](F)(F)(F)F.C(N(C(C)C)CC)(C)C.[Cl:49][C:50]1[CH:63]=[CH:62][C:53]2[NH:54][C:55]([C@@H:57]([NH2:61])[CH2:58][O:59][CH3:60])=[N:56][C:52]=2[CH:51]=1.BrCl. The yield is 0.850. (2) The catalyst is C(Cl)Cl. The yield is 0.860. The product is [CH3:6][O:5][C:3](=[O:4])[CH2:2][NH:14][CH2:7][C:8]1[CH:13]=[CH:12][CH:11]=[CH:10][CH:9]=1. The reactants are Br[CH2:2][C:3]([O:5][CH3:6])=[O:4].[CH2:7]([NH2:14])[C:8]1[CH:13]=[CH:12][CH:11]=[CH:10][CH:9]=1.